Dataset: Forward reaction prediction with 1.9M reactions from USPTO patents (1976-2016). Task: Predict the product of the given reaction. The product is: [C:7]1([CH2:13][N:14]2[CH2:19][CH2:18][N:17]([CH2:20][C:21]3[CH:26]=[CH:25][CH:24]=[CH:23][CH:22]=3)[CH2:16][CH:15]2[CH2:27][OH:28])[CH:8]=[CH:9][CH:10]=[CH:11][CH:12]=1. Given the reactants [H-].[Al+3].[Li+].[H-].[H-].[H-].[C:7]1([CH2:13][N:14]2[CH2:19][CH2:18][N:17]([CH2:20][C:21]3[CH:26]=[CH:25][CH:24]=[CH:23][CH:22]=3)[CH2:16][CH:15]2[C:27](OCC)=[O:28])[CH:12]=[CH:11][CH:10]=[CH:9][CH:8]=1.O.[OH-].[Na+], predict the reaction product.